Dataset: Experimentally validated miRNA-target interactions with 360,000+ pairs, plus equal number of negative samples. Task: Binary Classification. Given a miRNA mature sequence and a target amino acid sequence, predict their likelihood of interaction. (1) The miRNA is hsa-miR-6501-5p with sequence AGUUGCCAGGGCUGCCUUUGGU. The protein sequence of the target gene is MKVLLLKDAKEDDCGQDPYIRELGLYGLEATLIPVLSFEFLSLPSFSEKLSHPEDYGGLIFTSPRAVEAAELCLEQNNKTEVWERSLKEKWNAKSVYVVGNATASLVSKIGLDTEGETCGNAEKLAEYICSRESSALPLLFPCGNLKREILPKALKDKGIAMESITVYQTVAHPGIQGNLNSYYSQQGVPASITFFSPSGLTYSLKHIQELSGDNIDQIKFAAIGPTTARALAAQGLPVSCTAESPTPQALATGIRKALQPHGCC. Result: 1 (interaction). (2) The miRNA is hsa-miR-5739 with sequence GCGGAGAGAGAAUGGGGAGC. The protein sequence of the target gene is MAAAALRSGWCRCPRRCLGSGIQFLSSHNLPHGSTYQMRRPGGELPLSKSYSSGNRKGFLSGLLDNVKQELAKNKEMKESIKKFRDEARRLEESDVLQEARRKYKTIESETVRTSEVLRKKLGELTGTVKESLHEVSKSDLGRKIKEGVEEAAKTAKQSAESVSKGGEKLGRTAAFRALSQGVESVKKEIDDSVLGQTGPYRRPQRLRKRTEFAGDKFKEEKVFEPNEEALGVVLHKDSKWYQQWKDFKENNVVFNRFFEMKMKYDESDNAFIRASRALTDKVTDLLGGLFSKTEMSEVL.... Result: 0 (no interaction). (3) The miRNA is hsa-miR-19a-5p with sequence AGUUUUGCAUAGUUGCACUACA. The protein sequence of the target gene is MDNFFTEGTRVWLRENGQHFPSTVNSCAEGIVVFRTDYGQVFTYKQSTITHQKVTAMHPTNEEGVDDMASLTELHGGSIMYNLFQRYKRNQIYTYIGSILASVNPYQPIAGLYEPATMEQYSRRHLGELPPHIFAIANECYRCLWKRHDNQCILISGESGAGKTESTKLILKFLSVISQQSLELSLKEKTSCVERAILESSPIMEAFGNAKTVYNNNSSRFGKFVQLNICQKGNIQGGRIVDYLLEKNRVVRQNPGERNYHIFYALLAGLEHEEREEFYLSTPENYHYLNQSGCVEDKTI.... Result: 1 (interaction). (4) The miRNA is mmu-miR-467g with sequence UAUACAUACACACACAUAUAU. The protein sequence of the target gene is MNSSTSAGVYANGNDNKKFKGDRPPCSPSRVLHLRKIPCDVTEAEVISLGLPFGKVTNLLMLKGKSQAFLEMASEEAAVTMINYYTPVTPHLRSQPVYIQYSNHRELKTDNLPNQARAQAALQAVSAVQSGNLSLPGATANEGTLLPGQSPVLRIIIENLFYPVTLEVLHQIFSKFGTVLKIITFTKNNQFQALLQYADPVNAQYAKMALDGQNIYNACCTLRIDFSKLTSLNVKYNNDKSRDFTRLDLPTGDGQPSLEPPMAAAFGAPGIMSSPYAGAAGFAPAIAFPQAAGLSVPAVP.... Result: 0 (no interaction). (5) The miRNA is mmu-miR-6973a-3p with sequence CACUCUAACCCUACCUACCCAU. The protein sequence of the target gene is MAYQLYRNTTLGNSLQESLDELIQSQQITPQLALQVLLQFDKAINAALAQRVRNRVNFRGSLNTYRFCDNVWTFVLNDVEFREVTELIKVDKVKIVACDGKNTGSNTTE. Result: 0 (no interaction). (6) The miRNA is hsa-miR-6775-3p with sequence AGGCCCUGUCCUCUGCCCCAG. The protein sequence of the target gene is MKLSVNEAQLGFYLGSLSHLSACPGIDPRSSEDQPESLKTGQMMDESDEDFKELCASFFQRVKKHGIKEVSGERKTQKAASNGTQIRSKLKRTKQTATKTKTLQGPAEKKPPSGSQAPRTKKQRVTKWQASEPAHSVNGEGGVLASAPDPPVLRETAQNTQTGNQQEPSPNLSREKTRENVPNSDSQPPPSCLTTAVPSPSKPRTAQLVLQRMQQFKRADPERLRHASEECSLEAAREENVPKDPQEEMMAGNVYGLGPPAPESDAAVALTLQQEFARVGASAHDDSLEEKGLFFCQICQ.... Result: 1 (interaction).